Dataset: Full USPTO retrosynthesis dataset with 1.9M reactions from patents (1976-2016). Task: Predict the reactants needed to synthesize the given product. (1) Given the product [N:10]1[CH:9]=[CH:8][N:5]2[CH:6]=[CH:7][C:2]([C:19]3[CH:20]=[C:15]([CH:16]=[CH:17][CH:18]=3)[C:13]([NH:12][CH3:11])=[O:14])=[CH:3][C:4]=12, predict the reactants needed to synthesize it. The reactants are: Br[C:2]1[CH:7]=[CH:6][N:5]2[CH:8]=[CH:9][N:10]=[C:4]2[CH:3]=1.[CH3:11][NH:12][C:13]([C:15]1[CH:16]=[C:17](B(O)O)[CH:18]=[CH:19][CH:20]=1)=[O:14].O.C([O-])([O-])=O.[Na+].[Na+]. (2) Given the product [CH:10]([C:5]1[CH:6]=[CH:7][CH:8]=[C:9]2[C:4]=1[CH:3]=[CH:2][N:1]2[C:12]([O:14][C:15]([CH3:18])([CH3:17])[CH3:16])=[O:13])=[O:11].[NH:1]1[C:9]2[C:4](=[C:5]([C:10](=[O:11])[CH:27]([NH:29][C:6]3[CH:5]=[CH:10][CH:25]=[C:23]([O:22][CH3:20])[CH:26]=3)[C:28]3[CH:8]=[CH:9][CH:4]=[CH:3][CH:2]=3)[CH:6]=[CH:7][CH:8]=2)[CH:3]=[CH:2]1, predict the reactants needed to synthesize it. The reactants are: [NH:1]1[C:9]2[CH:8]=[CH:7][CH:6]=[C:5]([CH:10]=[O:11])[C:4]=2[CH:3]=[CH:2]1.[C:12](O[C:20]([O:22][C:23]([CH3:26])([CH3:25])C)=O)([O:14][C:15]([CH3:18])([CH3:17])[CH3:16])=[O:13].[C:27](#[N:29])[CH3:28]. (3) Given the product [Cl:1][C:2]1[CH:15]=[CH:14][CH:13]=[CH:12][C:3]=1[CH2:4][C:5]1[N:9]([CH3:10])[C:8]([NH:11][C:28]([C:25]2([C:23]3[CH:22]=[CH:21][C:20]4[O:16][CH2:17][O:18][C:19]=4[CH:24]=3)[CH2:27][CH2:26]2)=[O:29])=[N:7][CH:6]=1, predict the reactants needed to synthesize it. The reactants are: [Cl:1][C:2]1[CH:15]=[CH:14][CH:13]=[CH:12][C:3]=1[CH2:4][C:5]1[N:9]([CH3:10])[C:8]([NH2:11])=[N:7][CH:6]=1.[O:16]1[C:20]2[CH:21]=[CH:22][C:23]([C:25]3([C:28](O)=[O:29])[CH2:27][CH2:26]3)=[CH:24][C:19]=2[O:18][CH2:17]1.C(N(CC)CC)C.F[P-](F)(F)(F)(F)F.N1(O[P+](N(C)C)(N(C)C)N(C)C)C2C=CC=CC=2N=N1.